Dataset: Full USPTO retrosynthesis dataset with 1.9M reactions from patents (1976-2016). Task: Predict the reactants needed to synthesize the given product. (1) Given the product [NH2:42][C:37]1[CH:38]=[CH:39][CH:40]=[CH:41][C:36]=1[CH2:35][NH:34][C:5]1([CH2:4][CH2:3][C:2]([CH3:46])([CH3:1])[CH3:45])[C:14]2[C:9](=[CH:10][CH:11]=[CH:12][CH:13]=2)[C:8]([OH:15])=[C:7]([C:16]2[NH:21][C:20]3[CH:22]=[CH:23][C:24]([NH:26][S:27]([CH3:30])(=[O:29])=[O:28])=[CH:25][C:19]=3[S:18](=[O:32])(=[O:31])[N:17]=2)[C:6]1=[O:33], predict the reactants needed to synthesize it. The reactants are: [CH3:1][C:2]([CH3:46])([CH3:45])[CH2:3][CH2:4][C:5]1([NH:34][CH2:35][C:36]2[CH:41]=[CH:40][CH:39]=[CH:38][C:37]=2[N+:42]([O-])=O)[C:14]2[C:9](=[CH:10][CH:11]=[CH:12][CH:13]=2)[C:8]([OH:15])=[C:7]([C:16]2[NH:21][C:20]3[CH:22]=[CH:23][C:24]([NH:26][S:27]([CH3:30])(=[O:29])=[O:28])=[CH:25][C:19]=3[S:18](=[O:32])(=[O:31])[N:17]=2)[C:6]1=[O:33]. (2) The reactants are: Br.Br[C:3]1[CH:8]=[CH:7][C:6]([C:9]2[N:10]=[C:11]([NH2:14])[S:12][CH:13]=2)=[CH:5][CH:4]=1.[CH:15]1([NH:18][C:19](=[O:36])[C:20]2[CH:25]=[CH:24][C:23]([CH3:26])=[C:22](B3OC(C)(C)C(C)(C)O3)[CH:21]=2)[CH2:17][CH2:16]1. Given the product [NH2:14][C:11]1[S:12][CH:13]=[C:9]([C:6]2[CH:7]=[CH:8][C:3]([C:22]3[C:23]([CH3:26])=[CH:24][CH:25]=[C:20]([C:19]([NH:18][CH:15]4[CH2:17][CH2:16]4)=[O:36])[CH:21]=3)=[CH:4][CH:5]=2)[N:10]=1, predict the reactants needed to synthesize it. (3) Given the product [BrH:13].[Br-:13].[CH3:9][N:8]1[CH2:10][CH2:11][CH2:12][C@H:7]1[C:5]1[CH:6]=[N+:1]([CH2:14][CH2:15]/[CH:16]=[CH:17]\[CH2:18][CH2:19][CH2:20][CH3:21])[CH:2]=[CH:3][CH:4]=1, predict the reactants needed to synthesize it. The reactants are: [N:1]1[CH:6]=[C:5]([C@@H:7]2[CH2:12][CH2:11][CH2:10][N:8]2[CH3:9])[CH:4]=[CH:3][CH:2]=1.[Br:13][CH2:14][CH2:15]/[CH:16]=[CH:17]\[CH2:18][CH2:19][CH2:20][CH3:21]. (4) Given the product [CH3:1][C@@H:2]([CH2:7][CH2:8][CH:9]=[C:10]([CH3:11])[CH3:12])[CH2:3][C:4](=[O:6])[CH3:5], predict the reactants needed to synthesize it. The reactants are: [CH3:1][C@@H:2]([CH2:7][CH2:8][CH:9]=[C:10]([CH3:12])[CH3:11])[CH2:3][CH:4]([OH:6])[CH3:5].CC(C)=O.OS(O)(=O)=O.O=[Cr](=O)=O.S([O-])(O)=O.[Na+]. (5) Given the product [Cl:18][C:19]1[CH:24]=[C:23]([C:3]2[C:2]([F:1])=[CH:7][CH:6]=[CH:5][C:4]=2[F:8])[N:22]=[CH:21][N:20]=1, predict the reactants needed to synthesize it. The reactants are: [F:1][C:2]1[CH:7]=[CH:6][CH:5]=[C:4]([F:8])[C:3]=1B(O)O.COCCOC.[Cl:18][C:19]1[CH:24]=[C:23](Cl)[N:22]=[CH:21][N:20]=1. (6) Given the product [CH2:22]([N:29]1[CH2:34][CH2:33][CH:32]([NH:35][C:2]2[C:7]([C:8]([NH2:10])=[O:9])=[CH:6][N:5]=[C:4]3[N:11]([CH2:14][O:15][CH2:16][CH2:17][Si:18]([CH3:21])([CH3:20])[CH3:19])[CH:12]=[CH:13][C:3]=23)[CH2:31][CH2:30]1)[C:23]1[CH:24]=[CH:25][CH:26]=[CH:27][CH:28]=1, predict the reactants needed to synthesize it. The reactants are: Cl[C:2]1[C:7]([C:8]([NH2:10])=[O:9])=[CH:6][N:5]=[C:4]2[N:11]([CH2:14][O:15][CH2:16][CH2:17][Si:18]([CH3:21])([CH3:20])[CH3:19])[CH:12]=[CH:13][C:3]=12.[CH2:22]([N:29]1[CH2:34][CH2:33][CH:32]([NH2:35])[CH2:31][CH2:30]1)[C:23]1[CH:28]=[CH:27][CH:26]=[CH:25][CH:24]=1.C(N(CC)C(C)C)(C)C. (7) Given the product [CH2:1]([N:8]1[C:16]2[CH:15]=[CH:14][C:13]3[N:12]([C:33]([CH3:40])=[N:24][N:25]=3)[C:11]=2[CH:10]=[C:9]1[C:18]1[N:19]=[CH:20][N:21]([CH3:23])[CH:22]=1)[C:2]1[CH:7]=[CH:6][CH:5]=[CH:4][CH:3]=1, predict the reactants needed to synthesize it. The reactants are: [CH2:1]([N:8]1[C:16]2[C:11](=[N:12][C:13](Cl)=[CH:14][CH:15]=2)[CH:10]=[C:9]1[C:18]1[N:19]=[CH:20][N:21]([CH3:23])[CH:22]=1)[C:2]1[CH:7]=[CH:6][CH:5]=[CH:4][CH:3]=1.[NH:24]([C:33](OC(C)(C)C)=O)[NH:25]C(OC(C)(C)C)=O.[C:40]([O-])([O-])=O.[Cs+].[Cs+].